This data is from Catalyst prediction with 721,799 reactions and 888 catalyst types from USPTO. The task is: Predict which catalyst facilitates the given reaction. (1) Reactant: [Cl:1][C:2]1[CH:7]=[CH:6][CH:5]=[C:4]([C:8]([F:11])([F:10])[F:9])[C:3]=1[C:12]([N:14]1[C:22]2[C:17](=[CH:18][CH:19]=[C:20]([CH2:23][OH:24])[CH:21]=2)[C:16]([I:25])=[N:15]1)=[O:13].CC(OI1(OC(C)=O)(OC(C)=O)OC(=O)C2C=CC=CC1=2)=O. Product: [Cl:1][C:2]1[CH:7]=[CH:6][CH:5]=[C:4]([C:8]([F:9])([F:11])[F:10])[C:3]=1[C:12]([N:14]1[C:22]2[C:17](=[CH:18][CH:19]=[C:20]([CH:23]=[O:24])[CH:21]=2)[C:16]([I:25])=[N:15]1)=[O:13]. The catalyst class is: 2. (2) Reactant: [C:1]([C:3]([C:6]1[CH:7]=[C:8]([CH:34]=[CH:35][CH:36]=1)[C:9]([NH:11][C:12]1[CH:17]=[CH:16][C:15]([CH3:18])=[C:14]([NH:19]C(C2N=C(N3CCOCC3)N=CC=2)=O)[CH:13]=1)=[O:10])([CH3:5])[CH3:4])#[N:2].[C:37]([C:40]1[CH:41]=[N:42][CH:43]=[C:44]([CH:48]=1)[C:45]([OH:47])=[O:46])([OH:39])=O.CN(C(ON1N=NC2C=CC=NC1=2)=[N+](C)C)C.F[P-](F)(F)(F)(F)F.CCN(C(C)C)C(C)C. Product: [C:1]([C:3]([C:6]1[CH:7]=[C:8]([CH:34]=[CH:35][CH:36]=1)[C:9]([NH:11][C:12]1[CH:17]=[CH:16][C:15]([CH3:18])=[C:14]([NH:19][C:37]([C:40]2[CH:41]=[N:42][CH:43]=[C:44]([CH:48]=2)[C:45]([OH:47])=[O:46])=[O:39])[CH:13]=1)=[O:10])([CH3:5])[CH3:4])#[N:2]. The catalyst class is: 3. (3) Reactant: [Na:1].C1OC1.[C:5]([OH:10])(=[O:9])[C:6]([CH3:8])=[CH2:7].[CH2:11]=[CH:12][C:13]1[CH:18]=[CH:17][CH:16]=[CH:15][CH:14]=1.[C:19]([O:24][CH3:25])(=[O:23])[C:20]([CH3:22])=[CH2:21].[C:26]([O:30][CH2:31][CH2:32][CH2:33][CH3:34])(=[O:29])[CH:27]=[CH2:28].[S:35]([O:39][O:38][S:35]([O-:39])(=[O:37])=[O:36])([O-:38])(=[O:37])=[O:36].[NH4+].[NH4+]. Product: [CH2:11]=[CH:12][C:13]1[CH:18]=[CH:17][CH:16]=[CH:15][CH:14]=1.[CH3:25][O:24][C:19](=[O:23])[C:20]([CH3:22])=[CH2:21].[C:26]([O:30][CH2:31][CH2:32][CH2:33][CH3:34])(=[O:29])[CH:27]=[CH2:28].[Na:1].[C:5]([OH:10])(=[O:9])[C:6]([CH3:8])=[CH2:7].[S:35]([O-:39])([O-:38])(=[O:37])=[O:36]. The catalyst class is: 6. (4) Reactant: O[CH:2]([C:4]1[CH:9]=[CH:8][C:7]([C:10]2[CH:15]=[CH:14][C:13]([CH:16](O)[CH3:17])=[CH:12][CH:11]=2)=[CH:6][CH:5]=1)[CH3:3].C(C1C=C(O)C(=CC=1)O)(C)(C)C.CC1C=CC=CC=1C. Product: [CH:2]([C:4]1[CH:9]=[CH:8][C:7]([C:10]2[CH:15]=[CH:14][C:13]([CH:16]=[CH2:17])=[CH:12][CH:11]=2)=[CH:6][CH:5]=1)=[CH2:3]. The catalyst class is: 6. (5) Reactant: [C:1]([OH:6])(=[O:5])[C@H:2]([CH3:4])[OH:3].O1[B:12]([C@@H:13]([NH:18][C:19](=[O:32])[CH2:20][NH:21][C:22](=[O:31])[C:23]2[CH:28]=[C:27]([Cl:29])[CH:26]=[CH:25][C:24]=2[Cl:30])[CH2:14][CH:15]([CH3:17])[CH3:16])O[B:12]([C@@H:13]([NH:18][C:19](=[O:32])[CH2:20][NH:21][C:22](=[O:31])[C:23]2[CH:28]=[C:27]([Cl:29])[CH:26]=[CH:25][C:24]=2[Cl:30])[CH2:14][CH:15]([CH3:17])[CH3:16])O[B:12]1[C@@H:13]([NH:18][C:19](=[O:32])[CH2:20][NH:21][C:22](=[O:31])[C:23]1[CH:28]=[C:27]([Cl:29])[CH:26]=[CH:25][C:24]=1[Cl:30])[CH2:14][CH:15]([CH3:17])[CH3:16].CCCCCCC. Product: [Cl:30][C:24]1[CH:25]=[CH:26][C:27]([Cl:29])=[CH:28][C:23]=1[C:22]([NH:21][CH2:20][C:19]([NH:18][C@H:13]([B:12]1[O:3][C@@H:2]([CH3:4])[C:1](=[O:6])[O:5]1)[CH2:14][CH:15]([CH3:17])[CH3:16])=[O:32])=[O:31]. The catalyst class is: 25. (6) Reactant: [CH:1]([N:3]1[CH2:8][CH2:7][N:6]([C:9]2[CH:18]=[CH:17][C:16]3[C:11](=[CH:12][CH:13]=[C:14]([N+:19]([O-:21])=[O:20])[CH:15]=3)[N:10]=2)[CH:5]([CH2:22][CH2:23][CH2:24]OS(C2C=CC(C)=CC=2)(=O)=O)[CH2:4]1)=[O:2].CCCC[N+](CCCC)(CCCC)CCCC.[F-:53]. Product: [CH:1]([N:3]1[CH2:8][CH2:7][N:6]([C:9]2[CH:18]=[CH:17][C:16]3[C:11](=[CH:12][CH:13]=[C:14]([N+:19]([O-:21])=[O:20])[CH:15]=3)[N:10]=2)[CH:5]([CH2:22][CH2:23][CH2:24][F:53])[CH2:4]1)=[O:2]. The catalyst class is: 1. (7) Reactant: [Cl:1][C:2]1[N:7]=[CH:6][C:5]([S:8][C:9]2[N:13]([C:14]3[CH:19]=[CH:18][CH:17]=[CH:16][C:15]=3[CH3:20])[N:12]=[C:11]([C:21](OCC)=[O:22])[CH:10]=2)=[CH:4][CH:3]=1.[CH3:26][NH2:27].CO. Product: [Cl:1][C:2]1[N:7]=[CH:6][C:5]([S:8][C:9]2[N:13]([C:14]3[CH:19]=[CH:18][CH:17]=[CH:16][C:15]=3[CH3:20])[N:12]=[C:11]([C:21]([NH:27][CH3:26])=[O:22])[CH:10]=2)=[CH:4][CH:3]=1. The catalyst class is: 5.